This data is from NCI-60 drug combinations with 297,098 pairs across 59 cell lines. The task is: Regression. Given two drug SMILES strings and cell line genomic features, predict the synergy score measuring deviation from expected non-interaction effect. (1) Drug 1: CCC1=C2CN3C(=CC4=C(C3=O)COC(=O)C4(CC)O)C2=NC5=C1C=C(C=C5)O. Drug 2: CCN(CC)CCCC(C)NC1=C2C=C(C=CC2=NC3=C1C=CC(=C3)Cl)OC. Cell line: RXF 393. Synergy scores: CSS=13.0, Synergy_ZIP=-5.73, Synergy_Bliss=-0.421, Synergy_Loewe=-2.03, Synergy_HSA=0.487. (2) Synergy scores: CSS=11.4, Synergy_ZIP=-1.33, Synergy_Bliss=3.57, Synergy_Loewe=-0.907, Synergy_HSA=1.97. Cell line: MDA-MB-231. Drug 1: CC(CN1CC(=O)NC(=O)C1)N2CC(=O)NC(=O)C2. Drug 2: CC(C)NC(=O)C1=CC=C(C=C1)CNNC.Cl. (3) Drug 1: C1=C(C(=O)NC(=O)N1)N(CCCl)CCCl. Drug 2: CC1=C(C=C(C=C1)NC(=O)C2=CC=C(C=C2)CN3CCN(CC3)C)NC4=NC=CC(=N4)C5=CN=CC=C5. Cell line: K-562. Synergy scores: CSS=75.0, Synergy_ZIP=4.58, Synergy_Bliss=4.09, Synergy_Loewe=5.33, Synergy_HSA=7.95. (4) Drug 2: COCCOC1=C(C=C2C(=C1)C(=NC=N2)NC3=CC=CC(=C3)C#C)OCCOC.Cl. Synergy scores: CSS=-13.7, Synergy_ZIP=12.9, Synergy_Bliss=17.5, Synergy_Loewe=-8.03, Synergy_HSA=-1.19. Cell line: HS 578T. Drug 1: CC12CCC3C(C1CCC2OP(=O)(O)O)CCC4=C3C=CC(=C4)OC(=O)N(CCCl)CCCl.[Na+]. (5) Drug 1: CS(=O)(=O)C1=CC(=C(C=C1)C(=O)NC2=CC(=C(C=C2)Cl)C3=CC=CC=N3)Cl. Drug 2: CC1CCC2CC(C(=CC=CC=CC(CC(C(=O)C(C(C(=CC(C(=O)CC(OC(=O)C3CCCCN3C(=O)C(=O)C1(O2)O)C(C)CC4CCC(C(C4)OC)OCCO)C)C)O)OC)C)C)C)OC. Cell line: MDA-MB-231. Synergy scores: CSS=24.1, Synergy_ZIP=-2.54, Synergy_Bliss=0.342, Synergy_Loewe=-6.98, Synergy_HSA=1.78.